From a dataset of Forward reaction prediction with 1.9M reactions from USPTO patents (1976-2016). Predict the product of the given reaction. (1) Given the reactants [NH2:1][C:2]1[CH:7]=[CH:6][CH:5]=[CH:4][C:3]=1[C:8](=[O:10])[CH3:9].[I:11]Cl, predict the reaction product. The product is: [NH2:1][C:2]1[CH:7]=[CH:6][C:5]([I:11])=[CH:4][C:3]=1[C:8](=[O:10])[CH3:9]. (2) Given the reactants Cl.[N+:2]([C:5]1[CH:12]=[CH:11][CH:10]=[CH:9][C:6]=1[CH2:7][NH2:8])([O-:4])=[O:3].C(N(CC)CC)C.[C:20](N1C=CN=C1)([N:22]1C=CN=[CH:23]1)=[O:21].CN.Cl, predict the reaction product. The product is: [CH3:23][NH:22][C:20]([NH:8][CH2:7][C:6]1[CH:9]=[CH:10][CH:11]=[CH:12][C:5]=1[N+:2]([O-:4])=[O:3])=[O:21]. (3) The product is: [C:71](=[O:72])([O:15][CH2:16][CH2:17][CH:18]([CH3:19])[CH3:20])[O:58][CH2:59][CH2:60][CH:61]([CH3:62])[CH3:63]. Given the reactants C([Sn](CC1C=CC=CC=1)([O:15][CH2:16][CH2:17][CH:18]([CH3:20])[CH3:19])[O:15][CH2:16][CH2:17][CH:18]([CH3:20])[CH3:19])C1C=CC=CC=1.C([Sn](CC1C=CC=CC=1)([O:58][CH2:59][CH2:60][CH:61]([CH3:63])[CH3:62])O[Sn](CC1C=CC=CC=1)(CC1C=CC=CC=1)[O:58][CH2:59][CH2:60][CH:61]([CH3:63])[CH3:62])C1C=CC=CC=1.[C:71](=O)=[O:72], predict the reaction product. (4) Given the reactants [OH:1][C:2]1[CH:11]=[C:10]2[C:5]([C:6]([NH:12][CH:13]([CH3:15])[CH3:14])=[N:7][CH:8]=[N:9]2)=[CH:4][C:3]=1[CH:16]=O.C(O)(=O)C.C([O-])(=O)C.[Na+].Cl.[NH2:28]O, predict the reaction product. The product is: [OH:1][C:2]1[CH:11]=[C:10]2[C:5]([C:6]([NH:12][CH:13]([CH3:15])[CH3:14])=[N:7][CH:8]=[N:9]2)=[CH:4][C:3]=1[C:16]#[N:28]. (5) The product is: [Cl:42][C:37]1[CH:36]=[CH:35][C:34]([CH2:33][S:25][C:16]2[N:17]([C:18]3[CH:19]=[CH:20][C:21]([F:24])=[CH:22][CH:23]=3)[C:13]([C:10]([C:4]3[CH:5]=[CH:6][C:7]([O:8][CH3:9])=[C:2]([Cl:1])[CH:3]=3)([CH3:12])[CH3:11])=[CH:14][N:15]=2)=[CH:41][C:38]=1[C:39]#[N:40]. Given the reactants [Cl:1][C:2]1[CH:3]=[C:4]([C:10]([C:13]2[N:17]([C:18]3[CH:23]=[CH:22][C:21]([F:24])=[CH:20][CH:19]=3)[C:16](=[S:25])[NH:15][CH:14]=2)([CH3:12])[CH3:11])[CH:5]=[CH:6][C:7]=1[O:8][CH3:9].C([O-])([O-])=O.[K+].[K+].Br[CH2:33][C:34]1[CH:35]=[CH:36][C:37]([Cl:42])=[C:38]([CH:41]=1)[C:39]#[N:40], predict the reaction product.